This data is from Full USPTO retrosynthesis dataset with 1.9M reactions from patents (1976-2016). The task is: Predict the reactants needed to synthesize the given product. (1) Given the product [O:14]1[C:13]2[C:12]3[CH:21]=[CH:22][C:9]([N:5]4[CH2:4][C@H:3]([CH2:2][NH:1][C:26](=[O:27])[CH2:25][C:24]([F:30])([F:29])[F:23])[O:7][C:6]4=[O:8])=[CH:10][C:11]=3[CH2:20][CH2:19][CH2:18][C:17]=2[CH:16]=[N:15]1, predict the reactants needed to synthesize it. The reactants are: [NH2:1][CH2:2][C@@H:3]1[O:7][C:6](=[O:8])[N:5]([C:9]2[CH:22]=[CH:21][C:12]3[C:13]4[O:14][N:15]=[CH:16][C:17]=4[CH2:18][CH2:19][CH2:20][C:11]=3[CH:10]=2)[CH2:4]1.[F:23][C:24]([F:30])([F:29])[CH2:25][C:26](O)=[O:27]. (2) Given the product [F:26][C:25]([F:28])([F:27])[C:22]1[CH:23]=[CH:24][C:19]([O:48][C:45]2[CH:46]=[CH:47][C:42]([C:39]34[CH2:40][CH2:41][CH:36]([N:33]5[CH2:34][CH2:35][S:30](=[O:49])(=[O:29])[N:31]=[C:32]53)[CH2:37][CH2:38]4)=[CH:43][CH:44]=2)=[CH:20][CH:21]=1, predict the reactants needed to synthesize it. The reactants are: N1C=CC=CC=1C(O)=O.P([O-])([O-])([O-])=O.[K+].[K+].[K+].Br[C:19]1[CH:24]=[CH:23][C:22]([C:25]([F:28])([F:27])[F:26])=[CH:21][CH:20]=1.[O:29]=[S:30]1(=[O:49])[CH2:35][CH2:34][N:33]2[CH:36]3[CH2:41][CH2:40][C:39]([C:42]4[CH:47]=[CH:46][C:45]([OH:48])=[CH:44][CH:43]=4)([C:32]2=[N:31]1)[CH2:38][CH2:37]3. (3) Given the product [Cl:1][C:2]1[C:10]([O:11][CH:2]([CH3:10])[CH3:3])=[CH:9][C:5]([C:6]([O:8][CH:13]([CH3:15])[CH3:14])=[O:7])=[CH:4][C:3]=1[O:12][CH:5]([CH3:6])[CH3:4], predict the reactants needed to synthesize it. The reactants are: [Cl:1][C:2]1[C:10]([OH:11])=[CH:9][C:5]([C:6]([OH:8])=[O:7])=[CH:4][C:3]=1[OH:12].[CH:13](Br)([CH3:15])[CH3:14]. (4) Given the product [F:3][C:4]1[CH:5]=[C:6]([C:10]([N:12]2[CH2:13][CH2:14][CH:15]([O:18][C:20]3[N:25]=[CH:24][N:23]=[C:22]4[N:26]([C:29]5[CH:30]=[CH:31][C:32]([S:35]([CH3:38])(=[O:36])=[O:37])=[CH:33][CH:34]=5)[N:27]=[CH:28][C:21]=34)[CH2:16][CH2:17]2)=[O:11])[CH:7]=[CH:8][CH:9]=1, predict the reactants needed to synthesize it. The reactants are: [H-].[Na+].[F:3][C:4]1[CH:5]=[C:6]([C:10]([N:12]2[CH2:17][CH2:16][CH:15]([OH:18])[CH2:14][CH2:13]2)=[O:11])[CH:7]=[CH:8][CH:9]=1.Cl[C:20]1[N:25]=[CH:24][N:23]=[C:22]2[N:26]([C:29]3[CH:34]=[CH:33][C:32]([S:35]([CH3:38])(=[O:37])=[O:36])=[CH:31][CH:30]=3)[N:27]=[CH:28][C:21]=12. (5) Given the product [F:1][C:2]1[C:11]([F:12])=[C:10]2[C:5]([CH2:6][CH2:7][CH:8]([CH2:13][CH2:14][CH3:15])[O:9]2)=[C:4]2[CH:16]=[C:17]([CH3:19])[O:18][C:3]=12, predict the reactants needed to synthesize it. The reactants are: [F:1][C:2]1[C:11]([F:12])=[C:10]2[C:5]([CH:6]=[CH:7][CH:8]([CH2:13][CH2:14][CH3:15])[O:9]2)=[C:4]2[CH:16]=[C:17]([CH3:19])[O:18][C:3]=12. (6) Given the product [CH2:45]([O:44][C@H:25]1[C@H:26]([O:36][CH2:37][C:38]2[CH:39]=[CH:40][CH:41]=[CH:42][CH:43]=2)[C@@H:27]([O:28][CH2:29][C:30]2[CH:35]=[CH:34][CH:33]=[CH:32][CH:31]=2)[CH:22]([C:8]2[CH:9]=[C:10]([CH2:13][C:14]3[CH:15]=[CH:16][C:17]([CH2:20][CH3:21])=[CH:18][CH:19]=3)[C:11]([Cl:12])=[C:2]([Br:1])[C:3]=2[O:4][CH2:5][CH2:80][Cl:84])[O:23][C@@H:24]1[CH2:52][O:53][CH2:54][C:55]1[CH:56]=[CH:57][CH:58]=[CH:59][CH:60]=1)[C:46]1[CH:51]=[CH:50][CH:49]=[CH:48][CH:47]=1, predict the reactants needed to synthesize it. The reactants are: [Br:1][C:2]1[C:11]([Cl:12])=[C:10]([CH2:13][C:14]2[CH:19]=[CH:18][C:17]([CH2:20][CH3:21])=[CH:16][CH:15]=2)[CH:9]=[C:8]([CH:22]2[C@H:27]([O:28][CH2:29][C:30]3[CH:35]=[CH:34][CH:33]=[CH:32][CH:31]=3)[C@@H:26]([O:36][CH2:37][C:38]3[CH:43]=[CH:42][CH:41]=[CH:40][CH:39]=3)[C@H:25]([O:44][CH2:45][C:46]3[CH:51]=[CH:50][CH:49]=[CH:48][CH:47]=3)[C@@H:24]([CH2:52][O:53][CH2:54][C:55]3[CH:60]=[CH:59][CH:58]=[CH:57][CH:56]=3)[O:23]2)[C:3]=1[O:4][CH2:5]CO.C1(P(C2C=CC=CC=2)C2C=CC=CC=2)C=CC=CC=1.[C:80]([Cl:84])(Cl)(Cl)Cl. (7) Given the product [Cl:1][C:2]1[CH:3]=[C:4]([N:8]2[CH2:13][CH2:12][N:11]([C:14]3[C:15]([C:28]4[CH:29]=[CH:30][CH:31]=[CH:32][CH:33]=4)=[N:16][C:17]4[C:22]([N:23]=3)=[CH:21][C:20]([C:24]([OH:26])=[O:25])=[CH:19][CH:18]=4)[CH2:10][CH2:9]2)[CH:5]=[CH:6][CH:7]=1, predict the reactants needed to synthesize it. The reactants are: [Cl:1][C:2]1[CH:3]=[C:4]([N:8]2[CH2:13][CH2:12][N:11]([C:14]3[C:15]([C:28]4[CH:33]=[CH:32][CH:31]=[CH:30][CH:29]=4)=[N:16][C:17]4[C:22]([N:23]=3)=[CH:21][C:20]([C:24]([O:26]C)=[O:25])=[CH:19][CH:18]=4)[CH2:10][CH2:9]2)[CH:5]=[CH:6][CH:7]=1.[OH-].[Na+]. (8) Given the product [CH3:10][O:9][C:7](=[O:8])[C:6]1[CH:11]=[C:2]([O:1][C:32]2[CH:31]=[CH:30][C:29]([N+:35]([O-:37])=[O:36])=[C:28]([NH:27][CH2:23][CH2:24][CH2:25][CH3:26])[CH:33]=2)[CH:3]=[CH:4][C:5]=1[NH:12][S:13]([C:16]1[CH:21]=[CH:20][C:19]([CH3:22])=[CH:18][CH:17]=1)(=[O:15])=[O:14], predict the reactants needed to synthesize it. The reactants are: [OH:1][C:2]1[CH:3]=[CH:4][C:5]([NH:12][S:13]([C:16]2[CH:21]=[CH:20][C:19]([CH3:22])=[CH:18][CH:17]=2)(=[O:15])=[O:14])=[C:6]([CH:11]=1)[C:7]([O:9][CH3:10])=[O:8].[CH2:23]([NH:27][C:28]1[CH:33]=[C:32](F)[CH:31]=[CH:30][C:29]=1[N+:35]([O-:37])=[O:36])[CH2:24][CH2:25][CH3:26].C(=O)([O-])[O-].[K+].[K+]. (9) The reactants are: [Br:1][C:2]1[CH:7]=[C:6]([I:8])[CH:5]=[CH:4][C:3]=1[OH:9].Cl[C:11]([F:16])([F:15])C([O-])=O.[Na+].C(=O)([O-])[O-].[K+].[K+]. Given the product [Br:1][C:2]1[CH:7]=[C:6]([I:8])[CH:5]=[CH:4][C:3]=1[O:9][CH:11]([F:16])[F:15], predict the reactants needed to synthesize it.